Dataset: Reaction yield outcomes from USPTO patents with 853,638 reactions. Task: Predict the reaction yield, written as a fraction of the theoretical maximum amount of product (1.0 means a 100% yield; for example, 0.34 means a 34% yield). (1) The reactants are [C:1]([O:5][C@@H:6]([C:12]1[C:36]([CH3:37])=[N:35][C:34]2=[CH:38][C:31]3=[N:32][N:33]2[C:13]=1[N:14]1[CH2:41][CH2:40][C:17]([CH3:42])([O:18][CH2:19][CH2:20][CH2:21][CH2:22][C:23]2[CH:39]=[C:27]([CH2:28][O:29][CH2:30]3)[CH:26]=[CH:25][CH:24]=2)[CH2:16][CH2:15]1)[C:7]([O:9]CC)=[O:8])([CH3:4])([CH3:3])[CH3:2].[OH-].[Na+]. The catalyst is CCO. The product is [C:1]([O:5][C@@H:6]([C:12]1[C:36]([CH3:37])=[N:35][C:34]2=[CH:38][C:31]3=[N:32][N:33]2[C:13]=1[N:14]1[CH2:15][CH2:16][C:17]([CH3:42])([O:18][CH2:19][CH2:20][CH2:21][CH2:22][C:23]2[CH:39]=[C:27]([CH2:28][O:29][CH2:30]3)[CH:26]=[CH:25][CH:24]=2)[CH2:40][CH2:41]1)[C:7]([OH:9])=[O:8])([CH3:4])([CH3:2])[CH3:3]. The yield is 0.890. (2) The reactants are [N:1]1[C:10]2[C:5](=[C:6]([CH:11]([CH3:16])[CH:12]([NH2:15])[CH2:13][NH2:14])[CH:7]=[CH:8][CH:9]=2)[CH:4]=[CH:3][CH:2]=1.[C:17](N1C=CN=C1)(N1C=CN=C1)=[S:18]. The catalyst is C(Cl)Cl.C(Cl)(Cl)Cl.O. The product is [N:1]1[C:10]2[C:5](=[C:6]([CH:11]([CH:12]3[CH2:13][NH:14][C:17](=[S:18])[NH:15]3)[CH3:16])[CH:7]=[CH:8][CH:9]=2)[CH:4]=[CH:3][CH:2]=1. The yield is 0.930. (3) The reactants are [C:1]([O:5][C:6]([N:8]1[CH2:13][C:12]([C:14]2[CH:19]=[C:18]([CH:20]3[CH2:25][CH2:24][N:23]([C:26](=[O:28])[CH3:27])[CH2:22][CH2:21]3)[CH:17]=[CH:16][C:15]=2[NH2:29])=[CH:11][CH2:10][CH2:9]1)=[O:7])([CH3:4])([CH3:3])[CH3:2].C1CN([P+](Br)(N2CCCC2)N2CCCC2)CC1.F[P-](F)(F)(F)(F)F.[C:54]([C:56]1[N:57]=[C:58]([C:69](O)=[O:70])[N:59]([CH2:61][O:62][CH2:63][CH2:64][Si:65]([CH3:68])([CH3:67])[CH3:66])[CH:60]=1)#[N:55].[K+].C(C1N=C(C([O-])=O)N(COCC[Si](C)(C)C)C=1)#N.CCN(C(C)C)C(C)C. The catalyst is C(Cl)Cl. The product is [C:1]([O:5][C:6]([N:8]1[CH2:13][C:12]([C:14]2[CH:19]=[C:18]([CH:20]3[CH2:21][CH2:22][N:23]([C:26](=[O:28])[CH3:27])[CH2:24][CH2:25]3)[CH:17]=[CH:16][C:15]=2[NH:29][C:69]([C:58]2[N:59]([CH2:61][O:62][CH2:63][CH2:64][Si:65]([CH3:68])([CH3:67])[CH3:66])[CH:60]=[C:56]([C:54]#[N:55])[N:57]=2)=[O:70])=[CH:11][CH2:10][CH2:9]1)=[O:7])([CH3:4])([CH3:2])[CH3:3]. The yield is 0.980. (4) The reactants are [F:1][C:2]1[CH:27]=[CH:26][C:5]([C:6]([N:8]2[CH2:14][CH2:13][C:12]3[O:15][C:16](/[CH:18]=C/C4C=CC=CC=4)=[N:17][C:11]=3[CH2:10][CH2:9]2)=[O:7])=[CH:4][CH:3]=1.C[N+]1([O-])CC[O:32]CC1.I([O-])(=O)(=O)=O.[Na+].[BH4-].[Na+]. The catalyst is C1COCC1.O.[NH4+].[Cl-].[Os](=O)(=O)(=O)=O.C(O)(C)(C)C. The product is [F:1][C:2]1[CH:3]=[CH:4][C:5]([C:6]([N:8]2[CH2:14][CH2:13][C:12]3[O:15][C:16]([CH2:18][OH:32])=[N:17][C:11]=3[CH2:10][CH2:9]2)=[O:7])=[CH:26][CH:27]=1. The yield is 0.670. (5) The reactants are CCN=C=NCCCN(C)C.Cl.C1C=CC2N(O)N=NC=2C=1.CCN(C(C)C)C(C)C.[CH2:32]([O:39][C:40]1[CH:57]=[CH:56][C:43]([C:44]([NH:46][CH2:47][C:48](=[O:55])[N:49]2[CH2:54][CH2:53][NH:52][CH2:51][CH2:50]2)=[O:45])=[CH:42][CH:41]=1)[C:33]1[CH:38]=[CH:37][CH:36]=[CH:35][CH:34]=1.[C:58]1([CH2:64][C:65](O)=[O:66])[CH:63]=[CH:62][CH:61]=[CH:60][CH:59]=1. The catalyst is O.CN(C=O)C. The product is [CH2:32]([O:39][C:40]1[CH:57]=[CH:56][C:43]([C:44]([NH:46][CH2:47][C:48](=[O:55])[N:49]2[CH2:50][CH2:51][N:52]([C:65](=[O:66])[CH2:64][C:58]3[CH:63]=[CH:62][CH:61]=[CH:60][CH:59]=3)[CH2:53][CH2:54]2)=[O:45])=[CH:42][CH:41]=1)[C:33]1[CH:38]=[CH:37][CH:36]=[CH:35][CH:34]=1. The yield is 0.550.